This data is from Full USPTO retrosynthesis dataset with 1.9M reactions from patents (1976-2016). The task is: Predict the reactants needed to synthesize the given product. (1) Given the product [CH3:5][O:6][CH2:7][CH2:8][O:9][C:10]1[N:11]=[CH:12][C:13]([NH2:21])=[CH:14][C:15]=1[N:16]1[N:20]=[CH:19][CH:18]=[N:17]1, predict the reactants needed to synthesize it. The reactants are: C([O-])=O.[NH4+].[CH3:5][O:6][CH2:7][CH2:8][O:9][C:10]1[C:15]([N:16]2[N:20]=[CH:19][CH:18]=[N:17]2)=[CH:14][C:13]([N+:21]([O-])=O)=[CH:12][N:11]=1. (2) Given the product [Br:1][C:2]1[C:10]2[C:9](=[O:11])[N:8]([CH3:12])[C:7](=[O:13])[N:6]([CH2:14][CH:15]([CH3:17])[CH3:16])[C:5]=2[S:4][C:3]=1[C:18](=[O:29])[C:19]1[CH:24]=[CH:23][CH:22]=[CH:21][C:20]=1[C:25]([F:27])([F:26])[F:28], predict the reactants needed to synthesize it. The reactants are: [Br:1][C:2]1[C:10]2[C:9](=[O:11])[N:8]([CH3:12])[C:7](=[O:13])[N:6]([CH2:14][CH:15]([CH3:17])[CH3:16])[C:5]=2[S:4][C:3]=1[CH:18]([OH:29])[C:19]1[CH:24]=[CH:23][CH:22]=[CH:21][C:20]=1[C:25]([F:28])([F:27])[F:26].C[N+]1([O-])CCOCC1. (3) Given the product [CH3:2][O:3][C:4]1[CH:11]=[CH:10][C:7]([CH2:8][N:9]([C:18]#[N:20])[C:15]([NH2:16])=[NH:12])=[CH:6][CH:5]=1, predict the reactants needed to synthesize it. The reactants are: Cl.[CH3:2][O:3][C:4]1[CH:11]=[CH:10][C:7]([CH2:8][NH2:9])=[CH:6][CH:5]=1.[N-:12]([C:15]#[N:16])C#N.[Na+].[C:18](#[N:20])C. (4) Given the product [O:1]=[C:2]1[C:11]2[C:6](=[CH:7][CH:8]=[CH:9][CH:10]=2)[N:5]=[C:4]([CH2:12][CH2:13][CH2:14][C:15]([NH:35][C@H:32]2[CH2:31][CH2:30][C@H:29]([C:27]3[O:28][C:24]([C:18]4[CH:23]=[CH:22][CH:21]=[CH:20][CH:19]=4)=[CH:25][N:26]=3)[CH2:34][CH2:33]2)=[O:17])[NH:3]1, predict the reactants needed to synthesize it. The reactants are: [O:1]=[C:2]1[C:11]2[C:6](=[CH:7][CH:8]=[CH:9][CH:10]=2)[N:5]=[C:4]([CH2:12][CH2:13][CH2:14][C:15]([OH:17])=O)[NH:3]1.[C:18]1([C:24]2[O:28][C:27]([C@H:29]3[CH2:34][CH2:33][C@H:32]([NH2:35])[CH2:31][CH2:30]3)=[N:26][CH:25]=2)[CH:23]=[CH:22][CH:21]=[CH:20][CH:19]=1.